From a dataset of Forward reaction prediction with 1.9M reactions from USPTO patents (1976-2016). Predict the product of the given reaction. Given the reactants [Cl:1][C:2]1[C:3](=[O:25])[N:4](CC2C=CC(OC)=CC=2)[C:5]2[C:10]([N:11]=1)=[CH:9][C:8]([C:12]([O:14][CH3:15])=[O:13])=[CH:7][CH:6]=2.S(=O)(=O)(O)O, predict the reaction product. The product is: [Cl:1][C:2]1[C:3](=[O:25])[NH:4][C:5]2[C:10]([N:11]=1)=[CH:9][C:8]([C:12]([O:14][CH3:15])=[O:13])=[CH:7][CH:6]=2.